This data is from Full USPTO retrosynthesis dataset with 1.9M reactions from patents (1976-2016). The task is: Predict the reactants needed to synthesize the given product. (1) Given the product [Cl:1][CH2:2][CH2:3][CH2:4][N:5]1[CH2:10][C:9]2[CH:11]=[CH:12][CH:13]=[CH:14][C:8]=2[N:7]([C:22]2[CH:23]=[CH:24][C:19]([O:18][CH3:17])=[CH:20][CH:21]=2)[S:6]1(=[O:16])=[O:15], predict the reactants needed to synthesize it. The reactants are: [Cl:1][CH2:2][CH2:3][CH2:4][N:5]1[CH2:10][C:9]2[CH:11]=[CH:12][CH:13]=[CH:14][C:8]=2[NH:7][S:6]1(=[O:16])=[O:15].[CH3:17][O:18][C:19]1[CH:24]=[CH:23][C:22](B(O)O)=[CH:21][CH:20]=1. (2) Given the product [Br:10][C:11]1[CH:12]=[C:13]([C:17](=[C:21]([C:20]#[N:24])[C:22]#[N:23])[CH3:18])[CH:14]=[CH:15][CH:16]=1, predict the reactants needed to synthesize it. The reactants are: C[Si](C)(C)N[Si](C)(C)C.[Br:10][C:11]1[CH:12]=[C:13]([C:17](=O)[CH3:18])[CH:14]=[CH:15][CH:16]=1.[C:20](#[N:24])[CH2:21][C:22]#[N:23]. (3) The reactants are: [C:1]1([NH:7][C:8]([N:10]2[CH2:15][CH2:14][NH:13][CH2:12][CH2:11]2)=[O:9])[CH:6]=[CH:5][CH:4]=[CH:3][CH:2]=1.[C:16]1([CH2:22][CH:23]=O)[CH:21]=[CH:20][CH:19]=[CH:18][CH:17]=1. Given the product [C:1]1([NH:7][C:8]([N:10]2[CH2:15][CH2:14][N:13]([CH2:23][CH2:22][C:16]3[CH:21]=[CH:20][CH:19]=[CH:18][CH:17]=3)[CH2:12][CH2:11]2)=[O:9])[CH:6]=[CH:5][CH:4]=[CH:3][CH:2]=1, predict the reactants needed to synthesize it. (4) Given the product [CH3:1][S:2]([O:6][CH2:7][C:8]1[N:13]=[CH:12][CH:11]=[CH:10][N:9]=1)(=[O:4])=[O:3], predict the reactants needed to synthesize it. The reactants are: [CH3:1][S:2](Cl)(=[O:4])=[O:3].[OH:6][CH2:7][C:8]1[N:13]=[CH:12][CH:11]=[CH:10][N:9]=1.C(N(CC)CC)C.O. (5) The reactants are: [Cl:1][C:2]1[CH:7]=[CH:6][CH:5]=[CH:4][C:3]=1[CH:8]([OH:13])[C:9]([NH:11][NH2:12])=O.[CH3:14][CH:15]([CH2:20][CH3:21])[CH2:16][N:17]=[C:18]=[S:19]. Given the product [Cl:1][C:2]1[CH:7]=[CH:6][CH:5]=[CH:4][C:3]=1[CH:8]([OH:13])[C:9]1[N:17]([CH2:16][CH:15]([CH3:14])[CH2:20][CH3:21])[C:18](=[S:19])[NH:12][N:11]=1, predict the reactants needed to synthesize it.